This data is from Catalyst prediction with 721,799 reactions and 888 catalyst types from USPTO. The task is: Predict which catalyst facilitates the given reaction. (1) Reactant: [CH2:1]([C@H:8]1[CH2:13][NH:12][CH2:11][CH2:10][NH:9]1)[C:2]1[CH:7]=[CH:6][CH:5]=[CH:4][CH:3]=1.C(N(CC)CC)C.Cl[C:22]1[N:27]([CH3:28])[C:26](=[O:29])[CH:25]=[C:24]([C:30]2[CH:35]=[CH:34][N:33]=[CH:32][CH:31]=2)[N:23]=1. Product: [CH2:1]([C@@H:8]1[NH:9][CH2:10][CH2:11][N:12]([C:22]2[N:27]([CH3:28])[C:26](=[O:29])[CH:25]=[C:24]([C:30]3[CH:31]=[CH:32][N:33]=[CH:34][CH:35]=3)[N:23]=2)[CH2:13]1)[C:2]1[CH:7]=[CH:6][CH:5]=[CH:4][CH:3]=1. The catalyst class is: 7. (2) Reactant: [N:1]1[CH:2]=[CH:3][N:4]2[C:9]=1[CH:8]=[CH:7][C:6]([C:10]1[CH:15]=[CH:14][C:13]([OH:16])=[CH:12][CH:11]=1)=[N:5]2.[O:17]=[C:18]1[CH2:22][CH2:21][CH2:20][N:19]1[CH2:23][CH2:24][CH2:25]OS(C)(=O)=O.C([O-])([O-])=O.[Cs+].[Cs+].CCOC(C)=O. Product: [N:1]1[CH:2]=[CH:3][N:4]2[C:9]=1[CH:8]=[CH:7][C:6]([C:10]1[CH:15]=[CH:14][C:13]([O:16][CH2:25][CH2:24][CH2:23][N:19]3[CH2:20][CH2:21][CH2:22][C:18]3=[O:17])=[CH:12][CH:11]=1)=[N:5]2. The catalyst class is: 44. (3) Reactant: [CH3:1][S:2][C:3]1[N:8]=[C:7]([CH2:9]O)[CH:6]=[CH:5][N:4]=1.S(Cl)([Cl:13])=O.CN(C)C=O. Product: [Cl:13][CH2:9][C:7]1[CH:6]=[CH:5][N:4]=[C:3]([S:2][CH3:1])[N:8]=1. The catalyst class is: 4. (4) Reactant: [NH2:1][C:2]1[CH:32]=[CH:31][C:5]([O:6][C:7]2[C:8]3[CH:15]=[C:14]([C:16]4[CH:21]=[CH:20][C:19]([OH:22])=[CH:18][CH:17]=4)[N:13]([CH2:23][O:24][CH2:25][CH2:26][Si:27]([CH3:30])([CH3:29])[CH3:28])[C:9]=3[N:10]=[CH:11][N:12]=2)=[CH:4][C:3]=1[Cl:33].Cl.Cl[CH2:36][CH2:37][CH2:38][N:39]([CH2:42][CH3:43])[CH2:40][CH3:41].C(=O)([O-])[O-].[K+].[K+].O. Product: [Cl:33][C:3]1[CH:4]=[C:5]([O:6][C:7]2[C:8]3[CH:15]=[C:14]([C:16]4[CH:17]=[CH:18][C:19]([O:22][CH2:36][CH2:37][CH2:38][N:39]([CH2:42][CH3:43])[CH2:40][CH3:41])=[CH:20][CH:21]=4)[N:13]([CH2:23][O:24][CH2:25][CH2:26][Si:27]([CH3:28])([CH3:29])[CH3:30])[C:9]=3[N:10]=[CH:11][N:12]=2)[CH:31]=[CH:32][C:2]=1[NH2:1]. The catalyst class is: 9. (5) Product: [Cl:1][C:2]1[CH:3]=[C:4]([C:8]2[C:12]([CH2:13][O:14][C:15]3[N:16]=[CH:17][C:18]([C:19]([N:56]4[CH2:61][CH2:60][S:59](=[O:63])(=[O:62])[CH2:58][CH2:57]4)=[O:21])=[CH:22][CH:23]=3)=[C:11]([CH3:24])[O:10][N:9]=2)[CH:5]=[CH:6][CH:7]=1. Reactant: [Cl:1][C:2]1[CH:3]=[C:4]([C:8]2[C:12]([CH2:13][O:14][C:15]3[CH:23]=[CH:22][C:18]([C:19]([OH:21])=O)=[CH:17][N:16]=3)=[C:11]([CH3:24])[O:10][N:9]=2)[CH:5]=[CH:6][CH:7]=1.F[B-](F)(F)F.N1(OC(N(C)C)=[N+](C)C)C2C=CC=CC=2N=N1.C(N(CC)C(C)C)(C)C.[NH:56]1[CH2:61][CH2:60][S:59](=[O:63])(=[O:62])[CH2:58][CH2:57]1. The catalyst class is: 3. (6) Reactant: [O:1]=[C:2]([C:9]1[CH:10]=[C:11]2[CH:17]=[CH:16][O:15][C:12]2=[CH:13][N:14]=1)[CH2:3]C(OCC)=O.[OH-].[Na+]. Product: [C:2]([C:9]1[CH:10]=[C:11]2[CH:17]=[CH:16][O:15][C:12]2=[CH:13][N:14]=1)(=[O:1])[CH3:3]. The catalyst class is: 11. (7) Reactant: [F:1][C:2]([F:42])([F:41])[CH:3]([C:35]1[CH:36]=[N:37][CH:38]=[CH:39][CH:40]=1)[O:4][C:5]1[C:6]([NH:15][S:16]([C:19]2[CH:34]=[CH:33][C:22]([CH2:23][CH2:24][NH:25]C(=O)OC(C)(C)C)=[CH:21][CH:20]=2)(=[O:18])=[O:17])=[N:7][C:8]2[C:13]([N:14]=1)=[CH:12][CH:11]=[CH:10][CH:9]=2.FC(F)(F)C(O)=O. Product: [NH2:25][CH2:24][CH2:23][C:22]1[CH:21]=[CH:20][C:19]([S:16]([NH:15][C:6]2[C:5]([O:4][CH:3]([C:35]3[CH:36]=[N:37][CH:38]=[CH:39][CH:40]=3)[C:2]([F:41])([F:1])[F:42])=[N:14][C:13]3[C:8](=[CH:9][CH:10]=[CH:11][CH:12]=3)[N:7]=2)(=[O:17])=[O:18])=[CH:34][CH:33]=1. The catalyst class is: 4. (8) Reactant: O[CH2:2][C:3]1[CH:4]=[C:5]2[C:10](=[CH:11][CH:12]=1)[C@H:9]([NH:13][C:14](=[O:20])[O:15][C:16]([CH3:19])([CH3:18])[CH3:17])[CH2:8][CH2:7][CH2:6]2.C1(P(C2C=CC=CC=2)C2C=CC=CC=2)C=CC=CC=1.N1C=CN=C1.[I:45]I. Product: [I:45][CH2:2][C:3]1[CH:4]=[C:5]2[C:10](=[CH:11][CH:12]=1)[C@H:9]([NH:13][C:14](=[O:20])[O:15][C:16]([CH3:19])([CH3:18])[CH3:17])[CH2:8][CH2:7][CH2:6]2. The catalyst class is: 363.